From a dataset of Reaction yield outcomes from USPTO patents with 853,638 reactions. Predict the reaction yield, written as a fraction of the theoretical maximum amount of product (1.0 means a 100% yield; for example, 0.34 means a 34% yield). (1) The product is [C:1]([C:5]1[CH:9]=[C:8]([NH:10][C:11]([NH:13][C:14]2[CH:19]=[CH:18][CH:17]=[C:16]([C:20]#[C:21][C:22]3[CH:23]=[N:24][C:25]([NH:39][CH2:38][CH2:37][CH2:36][N:30]4[CH2:35][CH2:34][CH2:33][CH2:32][CH2:31]4)=[N:26][CH:27]=3)[CH:15]=2)=[O:12])[N:7]([CH3:29])[N:6]=1)([CH3:4])([CH3:3])[CH3:2]. The catalyst is CC#N. The yield is 0.500. The reactants are [C:1]([C:5]1[CH:9]=[C:8]([NH:10][C:11]([NH:13][C:14]2[CH:19]=[CH:18][CH:17]=[C:16]([C:20]#[C:21][C:22]3[CH:23]=[N:24][C:25](Cl)=[N:26][CH:27]=3)[CH:15]=2)=[O:12])[N:7]([CH3:29])[N:6]=1)([CH3:4])([CH3:3])[CH3:2].[N:30]1([CH2:36][CH2:37][CH2:38][NH2:39])[CH2:35][CH2:34][CH2:33][CH2:32][CH2:31]1.Cl. (2) The reactants are [C:1]1(=[O:24])[N:5]([CH2:6][CH2:7][C:8]2[CH:16]=[CH:15][CH:14]=[C:13]3[C:9]=2[CH:10](Cl)[C:11](=[O:17])[NH:12]3)[C:4](=[O:19])[C:3]2=[CH:20][CH:21]=[CH:22][CH:23]=[C:2]12.C(N(CC)CC)C. The catalyst is [Pd].CN(C)C=O. The product is [C:4]1(=[O:19])[N:5]([CH2:6][CH2:7][C:8]2[CH:16]=[CH:15][CH:14]=[C:13]3[C:9]=2[CH2:10][C:11](=[O:17])[NH:12]3)[C:1](=[O:24])[C:2]2=[CH:23][CH:22]=[CH:21][CH:20]=[C:3]12. The yield is 0.833. (3) The reactants are [C:1]1([S:7][C:8]2[CH:9]=[C:10]([CH:23]=[CH:24][CH:25]=2)[CH2:11][N:12]2C(=O)C3C(=CC=CC=3)C2=O)[CH:6]=[CH:5][CH:4]=[CH:3][CH:2]=1.O.NN.O. The catalyst is C(O)C. The product is [C:1]1([S:7][C:8]2[CH:9]=[C:10]([CH:23]=[CH:24][CH:25]=2)[CH2:11][NH2:12])[CH:6]=[CH:5][CH:4]=[CH:3][CH:2]=1. The yield is 0.980. (4) The reactants are Cl[CH2:2][C:3]1[N:7]([CH:8]([CH3:10])[CH3:9])[C:6]2[CH:11]=[CH:12][CH:13]=[CH:14][C:5]=2[N:4]=1.[CH3:15][Si:16]([CH3:21])([CH3:20])[C:17]#[C:18][CH3:19]. No catalyst specified. The product is [CH:8]([N:7]1[C:6]2[CH:11]=[CH:12][CH:13]=[CH:14][C:5]=2[N:4]=[C:3]1[CH2:2][CH2:19][C:18]#[C:17][Si:16]([CH3:21])([CH3:20])[CH3:15])([CH3:10])[CH3:9]. The yield is 1.00. (5) The yield is 0.740. The product is [CH2:1]([N:8]1[C:12]([C:13](=[O:73])[NH:14][C:15]2[CH:20]=[C:19]([CH2:21][CH2:22][CH2:23][CH2:24][CH2:25][CH2:26][N:27]3[C:28](=[O:37])[C:29]4[C:34](=[CH:33][CH:32]=[CH:31][CH:30]=4)[C:35]3=[O:36])[C:18]([O:38][CH2:39][CH2:40][CH2:41][CH2:42][CH2:43][CH2:44][N:45]3[C:46](=[O:55])[C:47]4[C:52](=[CH:51][CH:50]=[CH:49][CH:48]=4)[C:53]3=[O:54])=[C:17]([CH2:56][CH2:57][CH2:58][CH2:59][CH2:60][CH2:61][N:62]3[C:70](=[O:71])[C:69]4[C:64](=[CH:65][CH:66]=[CH:67][CH:68]=4)[C:63]3=[O:72])[CH:16]=2)=[CH:11][C:10]([CH2:74][CH2:75][C:76]([O:78][CH2:79][CH3:80])=[O:77])=[C:9]1[C:81]#[C:82][C:83]([OH:96])([C:84]1[CH:85]=[CH:86][CH:87]=[CH:88][CH:89]=1)[C:90]1[CH:91]=[CH:92][CH:93]=[CH:94][CH:95]=1)[C:2]1[CH:7]=[CH:6][CH:5]=[CH:4][CH:3]=1. The reactants are [CH2:1]([N:8]1[C:12]([C:13](=[O:73])[NH:14][C:15]2[CH:20]=[C:19]([CH2:21][CH2:22][CH2:23][CH2:24][CH2:25][CH2:26][N:27]3[C:35](=[O:36])[C:34]4[C:29](=[CH:30][CH:31]=[CH:32][CH:33]=4)[C:28]3=[O:37])[C:18]([O:38][CH2:39][CH2:40][CH2:41][CH2:42][CH2:43][CH2:44][N:45]3[C:53](=[O:54])[C:52]4[C:47](=[CH:48][CH:49]=[CH:50][CH:51]=4)[C:46]3=[O:55])=[C:17]([CH2:56][CH2:57][CH2:58][CH2:59][CH2:60][CH2:61][N:62]3[C:70](=[O:71])[C:69]4[C:64](=[CH:65][CH:66]=[CH:67][CH:68]=4)[C:63]3=[O:72])[CH:16]=2)=[CH:11][C:10]([CH:74]=[CH:75][C:76]([O:78][CH2:79][CH3:80])=[O:77])=[C:9]1[C:81]#[C:82][C:83]([OH:96])([C:90]1[CH:95]=[CH:94][CH:93]=[CH:92][CH:91]=1)[C:84]1[CH:89]=[CH:88][CH:87]=[CH:86][CH:85]=1)[C:2]1[CH:7]=[CH:6][CH:5]=[CH:4][CH:3]=1. The catalyst is CCOC(C)=O.[Pd]. (6) The product is [OH:38][NH:37][C:35]([N:14]1[CH2:15][CH2:16][CH:11]([N:10]([CH2:9][C:3]2[C:2]([CH3:1])=[CH:7][C:6]([CH3:8])=[CH:5][N:4]=2)[CH2:17][C:18]2[C:27]3[C:22](=[CH:23][CH:24]=[CH:25][CH:26]=3)[CH:21]=[CH:20][N:19]=2)[CH2:12][CH2:13]1)=[O:28]. The yield is 0.610. The reactants are [CH3:1][C:2]1[C:3]([CH2:9][N:10]([CH2:17][C:18]2[C:27]3[C:22](=[CH:23][CH:24]=[CH:25][CH:26]=3)[CH:21]=[CH:20][N:19]=2)[CH:11]2[CH2:16][CH2:15][NH:14][CH2:13][CH2:12]2)=[N:4][CH:5]=[C:6]([CH3:8])[CH:7]=1.[O:28]([C:35]([NH:37][OH:38])=O)C1C=CC=CC=1. The catalyst is C1COCC1. (7) The reactants are [CH3:1][N:2]([CH2:13][C:14]1[N:15]=[C:16]2[CH:21]=[CH:20][CH:19]=[C:18]([N:22]3[CH2:27][CH2:26][N:25]([CH3:28])[CH2:24][CH2:23]3)[N:17]2[CH:29]=1)[C@@H:3]1[C:12]2[N:11]=[CH:10][CH:9]=[CH:8][C:7]=2[CH2:6][CH2:5][CH2:4]1.[CH2:30]=[O:31]. The yield is 0.680. The catalyst is C(O)(=O)C.ClCCl. The product is [CH3:28][N:25]1[CH2:24][CH2:23][N:22]([C:18]2[N:17]3[C:29]([CH2:30][OH:31])=[C:14]([CH2:13][N:2]([CH3:1])[C@@H:3]4[C:12]5[N:11]=[CH:10][CH:9]=[CH:8][C:7]=5[CH2:6][CH2:5][CH2:4]4)[N:15]=[C:16]3[CH:21]=[CH:20][CH:19]=2)[CH2:27][CH2:26]1.